This data is from Full USPTO retrosynthesis dataset with 1.9M reactions from patents (1976-2016). The task is: Predict the reactants needed to synthesize the given product. (1) Given the product [F:7][C:8]([F:14])([F:13])[C:9]1[O:11][CH:12]=[CH:1][C:2](=[O:5])[CH:3]=1, predict the reactants needed to synthesize it. The reactants are: [CH3:1][C:2]([O-:5])(C)[CH3:3].[K+].[F:7][C:8]([F:14])([F:13])[C:9]([O:11][CH3:12])=O.CO/C=C/C(=O)C. (2) The reactants are: [C:9](O[C:9]([O:11][C:12]([CH3:15])([CH3:14])[CH3:13])=[O:10])([O:11][C:12]([CH3:15])([CH3:14])[CH3:13])=[O:10].C(N(CC)CC)C.[CH3:23][O:24][C:25]([C:27]1[C:28]([NH:40][C:41]2[CH:46]=[CH:45][C:44]([Br:47])=[CH:43][C:42]=2[Cl:48])=[C:29]([Cl:39])[C:30]2[N:31]([C:33]([CH2:36][NH:37][CH3:38])=[CH:34][N:35]=2)[CH:32]=1)=[O:26]. Given the product [CH3:23][O:24][C:25]([C:27]1[C:28]([NH:40][C:41]2[CH:46]=[CH:45][C:44]([Br:47])=[CH:43][C:42]=2[Cl:48])=[C:29]([Cl:39])[C:30]2[N:31]([C:33]([CH2:36][N:37]([C:9]([O:11][C:12]([CH3:13])([CH3:14])[CH3:15])=[O:10])[CH3:38])=[CH:34][N:35]=2)[CH:32]=1)=[O:26], predict the reactants needed to synthesize it. (3) Given the product [N:19]1[C:18]([CH2:20][NH:21][C:22](=[O:28])[O:23][C:24]([CH3:27])([CH3:26])[CH3:25])=[CH:17][N:16]=[C:15]2[NH:11][CH:12]=[CH:13][C:14]=12, predict the reactants needed to synthesize it. The reactants are: S([N:11]1[C:15]2=[N:16][CH:17]=[C:18]([CH2:20][NH:21][C:22](=[O:28])[O:23][C:24]([CH3:27])([CH3:26])[CH3:25])[N:19]=[C:14]2[CH:13]=[CH:12]1)(C1C=CC(C)=CC=1)(=O)=O.[OH-].[Na+]. (4) The reactants are: [CH:1]1([CH2:6][O:7][C:8]2[N:13]=[C:12]([C:14]([O:16]C)=O)[CH:11]=[CH:10][CH:9]=2)[CH2:5][CH2:4][CH2:3][CH2:2]1.[CH3:18][C:19]#[N:20]. Given the product [CH:1]1([CH2:6][O:7][C:8]2[N:13]=[C:12]([C:14](=[O:16])[CH2:18][C:19]#[N:20])[CH:11]=[CH:10][CH:9]=2)[CH2:2][CH2:3][CH2:4][CH2:5]1, predict the reactants needed to synthesize it. (5) Given the product [CH2:1]([O:3][C:4]([C:6]1[C:7](=[O:30])[N:8]([CH2:31][C:32]2[CH:37]=[CH:36][CH:35]=[CH:34][CH:33]=2)[C:9]2[C:14]([C:15]=1[N:16]1[CH2:21][CH2:20][N:19]([C:22]([C:24]3[O:25][CH:26]=[CH:27][CH:28]=3)=[O:23])[CH2:18][CH2:17]1)=[CH:13][C:12]([F:29])=[CH:11][N:10]=2)=[O:5])[CH3:2], predict the reactants needed to synthesize it. The reactants are: [CH2:1]([O:3][C:4]([C:6]1[C:7](=[O:30])[NH:8][C:9]2[C:14]([C:15]=1[N:16]1[CH2:21][CH2:20][N:19]([C:22]([C:24]3[O:25][CH:26]=[CH:27][CH:28]=3)=[O:23])[CH2:18][CH2:17]1)=[CH:13][C:12]([F:29])=[CH:11][N:10]=2)=[O:5])[CH3:2].[CH2:31](Br)[C:32]1[CH:37]=[CH:36][CH:35]=[CH:34][CH:33]=1. (6) Given the product [F:10][C:8]1[CH:7]=[C:4]([CH:3]=[C:2]([B:14]2[O:15][C:16]([CH3:18])([CH3:17])[C:12]([CH3:28])([CH3:11])[O:13]2)[CH:9]=1)[C:5]#[N:6], predict the reactants needed to synthesize it. The reactants are: Br[C:2]1[CH:3]=[C:4]([CH:7]=[C:8]([F:10])[CH:9]=1)[C:5]#[N:6].[CH3:11][C:12]1([CH3:28])[C:16]([CH3:18])([CH3:17])[O:15][B:14]([B:14]2[O:15][C:16]([CH3:18])([CH3:17])[C:12]([CH3:28])([CH3:11])[O:13]2)[O:13]1.C([O-])(=O)C.[K+]. (7) Given the product [CH3:10][C:11]1[CH:16]=[C:15]([O:17][C:2]2[CH:9]=[CH:8][C:5]([CH:6]=[O:7])=[CH:4][CH:3]=2)[CH:14]=[C:13]([CH3:18])[N:12]=1, predict the reactants needed to synthesize it. The reactants are: F[C:2]1[CH:9]=[CH:8][C:5]([CH:6]=[O:7])=[CH:4][CH:3]=1.[CH3:10][C:11]1[CH:16]=[C:15]([OH:17])[CH:14]=[C:13]([CH3:18])[N:12]=1.C([O-])([O-])=O.[K+].[K+].